The task is: Regression. Given two drug SMILES strings and cell line genomic features, predict the synergy score measuring deviation from expected non-interaction effect.. This data is from NCI-60 drug combinations with 297,098 pairs across 59 cell lines. (1) Drug 1: C1C(C(OC1N2C=NC3=C(N=C(N=C32)Cl)N)CO)O. Cell line: A498. Synergy scores: CSS=26.5, Synergy_ZIP=-9.04, Synergy_Bliss=-3.99, Synergy_Loewe=-0.907, Synergy_HSA=-1.56. Drug 2: CCN(CC)CCCC(C)NC1=C2C=C(C=CC2=NC3=C1C=CC(=C3)Cl)OC. (2) Drug 1: CCC(=C(C1=CC=CC=C1)C2=CC=C(C=C2)OCCN(C)C)C3=CC=CC=C3.C(C(=O)O)C(CC(=O)O)(C(=O)O)O. Drug 2: CC1=C(N=C(N=C1N)C(CC(=O)N)NCC(C(=O)N)N)C(=O)NC(C(C2=CN=CN2)OC3C(C(C(C(O3)CO)O)O)OC4C(C(C(C(O4)CO)O)OC(=O)N)O)C(=O)NC(C)C(C(C)C(=O)NC(C(C)O)C(=O)NCCC5=NC(=CS5)C6=NC(=CS6)C(=O)NCCC[S+](C)C)O. Cell line: RPMI-8226. Synergy scores: CSS=6.43, Synergy_ZIP=-1.30, Synergy_Bliss=-0.978, Synergy_Loewe=-15.7, Synergy_HSA=-2.70. (3) Drug 1: C1=NC2=C(N=C(N=C2N1C3C(C(C(O3)CO)O)O)F)N. Drug 2: C(CN)CNCCSP(=O)(O)O. Cell line: MDA-MB-231. Synergy scores: CSS=8.19, Synergy_ZIP=2.08, Synergy_Bliss=1.57, Synergy_Loewe=-1.80, Synergy_HSA=2.34. (4) Drug 1: CN1CCC(CC1)COC2=C(C=C3C(=C2)N=CN=C3NC4=C(C=C(C=C4)Br)F)OC. Drug 2: CCN(CC)CCNC(=O)C1=C(NC(=C1C)C=C2C3=C(C=CC(=C3)F)NC2=O)C. Cell line: LOX IMVI. Synergy scores: CSS=12.3, Synergy_ZIP=-3.85, Synergy_Bliss=-3.52, Synergy_Loewe=-2.41, Synergy_HSA=-1.76. (5) Drug 1: CC1C(C(CC(O1)OC2CC(CC3=C2C(=C4C(=C3O)C(=O)C5=C(C4=O)C(=CC=C5)OC)O)(C(=O)C)O)N)O.Cl. Drug 2: CC(C1=C(C=CC(=C1Cl)F)Cl)OC2=C(N=CC(=C2)C3=CN(N=C3)C4CCNCC4)N. Cell line: KM12. Synergy scores: CSS=37.8, Synergy_ZIP=-5.56, Synergy_Bliss=-3.16, Synergy_Loewe=0.253, Synergy_HSA=1.72. (6) Drug 1: C1=CC(=CC=C1C#N)C(C2=CC=C(C=C2)C#N)N3C=NC=N3. Drug 2: CC1=C2C(C(=O)C3(C(CC4C(C3C(C(C2(C)C)(CC1OC(=O)C(C(C5=CC=CC=C5)NC(=O)OC(C)(C)C)O)O)OC(=O)C6=CC=CC=C6)(CO4)OC(=O)C)O)C)O. Cell line: LOX IMVI. Synergy scores: CSS=11.2, Synergy_ZIP=1.76, Synergy_Bliss=6.06, Synergy_Loewe=-1.20, Synergy_HSA=1.03. (7) Cell line: COLO 205. Drug 1: CC1=C(C(CCC1)(C)C)C=CC(=CC=CC(=CC(=O)O)C)C. Synergy scores: CSS=34.4, Synergy_ZIP=2.68, Synergy_Bliss=2.27, Synergy_Loewe=-18.0, Synergy_HSA=-0.597. Drug 2: C1=NC(=NC(=O)N1C2C(C(C(O2)CO)O)O)N. (8) Drug 1: CC1=C(C=C(C=C1)NC(=O)C2=CC=C(C=C2)CN3CCN(CC3)C)NC4=NC=CC(=N4)C5=CN=CC=C5. Drug 2: C(CC(=O)O)C(=O)CN.Cl. Cell line: TK-10. Synergy scores: CSS=-1.78, Synergy_ZIP=-0.837, Synergy_Bliss=-1.60, Synergy_Loewe=-4.05, Synergy_HSA=-3.35. (9) Drug 1: CC12CCC3C(C1CCC2O)C(CC4=C3C=CC(=C4)O)CCCCCCCCCS(=O)CCCC(C(F)(F)F)(F)F. Drug 2: CN(CC1=CN=C2C(=N1)C(=NC(=N2)N)N)C3=CC=C(C=C3)C(=O)NC(CCC(=O)O)C(=O)O. Cell line: HCC-2998. Synergy scores: CSS=30.4, Synergy_ZIP=1.34, Synergy_Bliss=3.66, Synergy_Loewe=-19.4, Synergy_HSA=0.264.